Dataset: NCI-60 drug combinations with 297,098 pairs across 59 cell lines. Task: Regression. Given two drug SMILES strings and cell line genomic features, predict the synergy score measuring deviation from expected non-interaction effect. (1) Drug 1: C1CCC(CC1)NC(=O)N(CCCl)N=O. Drug 2: CC1=C(C=C(C=C1)NC(=O)C2=CC=C(C=C2)CN3CCN(CC3)C)NC4=NC=CC(=N4)C5=CN=CC=C5. Cell line: UACC-257. Synergy scores: CSS=-1.87, Synergy_ZIP=-0.957, Synergy_Bliss=-2.99, Synergy_Loewe=-6.34, Synergy_HSA=-5.95. (2) Drug 1: CC12CCC3C(C1CCC2OP(=O)(O)O)CCC4=C3C=CC(=C4)OC(=O)N(CCCl)CCCl.[Na+]. Drug 2: COCCOC1=C(C=C2C(=C1)C(=NC=N2)NC3=CC=CC(=C3)C#C)OCCOC.Cl. Cell line: CAKI-1. Synergy scores: CSS=-2.90, Synergy_ZIP=6.60, Synergy_Bliss=15.1, Synergy_Loewe=-11.9, Synergy_HSA=-0.667.